From a dataset of Full USPTO retrosynthesis dataset with 1.9M reactions from patents (1976-2016). Predict the reactants needed to synthesize the given product. Given the product [I:2][C:3]1[CH:4]=[C:5]2[C:10](=[CH:11][CH:12]=1)[N:9]([CH2:13][CH:14]1[CH2:18][CH2:17][N:16]([CH2:34][CH2:33][N:27]3[CH2:32][CH2:31][O:30][CH2:29][CH2:28]3)[CH2:15]1)[CH:8]=[C:7]([C:19]([O:21][CH2:22][CH3:23])=[O:20])[C:6]2=[O:24], predict the reactants needed to synthesize it. The reactants are: Cl.[I:2][C:3]1[CH:4]=[C:5]2[C:10](=[CH:11][CH:12]=1)[N:9]([CH2:13][CH:14]1[CH2:18][CH2:17][NH:16][CH2:15]1)[CH:8]=[C:7]([C:19]([O:21][CH2:22][CH3:23])=[O:20])[C:6]2=[O:24].Cl.O.[N:27]1([CH2:33][CH:34]=O)[CH2:32][CH2:31][O:30][CH2:29][CH2:28]1.C([BH3-])#N.[Na+].O.